The task is: Predict the reactants needed to synthesize the given product.. This data is from Full USPTO retrosynthesis dataset with 1.9M reactions from patents (1976-2016). (1) Given the product [C:22]1([CH3:25])[CH:21]=[CH:20][C:19]([N:18]2[C:15]3([CH2:14][CH2:13][NH:12][CH2:17][CH2:16]3)[C:26](=[O:29])[NH:27][C:2]2=[O:1])=[CH:24][CH:23]=1, predict the reactants needed to synthesize it. The reactants are: [O-:1][C:2]#N.[K+].C(OC([N:12]1[CH2:17][CH2:16][C:15]([C:26]#[N:27])([NH:18][C:19]2[CH:24]=[CH:23][C:22]([CH3:25])=[CH:21][CH:20]=2)[CH2:14][CH2:13]1)=O)(C)(C)C.Cl.[OH2:29]. (2) Given the product [NH2:28][C:17]1[C:16]2[N:15]=[C:14]([OH:27])[N:13]([CH2:12][CH2:11][CH2:10][CH2:9][OH:8])[C:25]=2[C:24]2[CH:23]=[CH:22][CH:21]=[CH:20][C:19]=2[N:18]=1, predict the reactants needed to synthesize it. The reactants are: [Si]([O:8][CH2:9][CH2:10][CH2:11][CH2:12][N:13]1[C:25]2[C:24]3[CH:23]=[CH:22][CH:21]=[CH:20][C:19]=3[N:18]=[C:17](Cl)[C:16]=2[N:15]=[C:14]1[OH:27])(C(C)(C)C)(C)C.[NH3:28]. (3) Given the product [CH3:12][N:5]1[C:6]2=[N:7][CH:8]=[CH:9][N:10]=[C:11]2[C:2]([O:1][C:26](=[O:30])[CH:27]([CH3:29])[CH3:28])=[C:3]([C:14]2[O:18][N:17]=[C:16]([CH3:19])[N:15]=2)[C:4]1=[O:13], predict the reactants needed to synthesize it. The reactants are: [OH:1][C:2]1[C:11]2[C:6](=[N:7][CH:8]=[CH:9][N:10]=2)[N:5]([CH3:12])[C:4](=[O:13])[C:3]=1[C:14]1[O:18][N:17]=[C:16]([CH3:19])[N:15]=1.N1C=CC=CC=1.[C:26](Cl)(=[O:30])[CH:27]([CH3:29])[CH3:28]. (4) Given the product [CH3:1][S:2]([C:5]1[CH:6]=[CH:7][C:8]([C:11]2[CH2:20][CH2:19][C:18]3[CH:17]=[C:16]([OH:21])[CH:15]=[CH:14][C:13]=3[C:12]=2[O:23][C:24]2[CH:38]=[CH:37][C:27]([O:28][CH2:29][CH2:30][N:31]3[CH2:36][CH2:35][CH2:34][CH2:33][CH2:32]3)=[CH:26][CH:25]=2)=[CH:9][CH:10]=1)(=[O:4])=[O:3], predict the reactants needed to synthesize it. The reactants are: [CH3:1][S:2]([C:5]1[CH:10]=[CH:9][C:8]([C:11]2[CH2:20][CH2:19][C:18]3[C:13](=[CH:14][CH:15]=[C:16]([O:21]C)[CH:17]=3)[C:12]=2[O:23][C:24]2[CH:38]=[CH:37][C:27]([O:28][CH2:29][CH2:30][N:31]3[CH2:36][CH2:35][CH2:34][CH2:33][CH2:32]3)=[CH:26][CH:25]=2)=[CH:7][CH:6]=1)(=[O:4])=[O:3].C([S-])C.[Na+]. (5) Given the product [N:34]1([CH2:33][CH2:32][CH2:31][NH:30][C:27]([C:23]2[C:24]3[C:19](=[CH:18][C:17]([O:16][C:13]4[CH:12]=[CH:11][N:10]=[C:9]5[CH:8]=[C:7]([C:3]6[N:2]([CH3:1])[CH:6]=[CH:5][N:4]=6)[S:15][C:14]=45)=[CH:26][CH:25]=3)[CH:20]=[CH:21][CH:22]=2)=[O:29])[CH2:39][CH2:38][O:37][CH2:36][CH2:35]1, predict the reactants needed to synthesize it. The reactants are: [CH3:1][N:2]1[CH:6]=[CH:5][N:4]=[C:3]1[C:7]1[S:15][C:14]2[C:9](=[N:10][CH:11]=[CH:12][C:13]=2[O:16][C:17]2[CH:18]=[C:19]3[C:24](=[CH:25][CH:26]=2)[C:23]([C:27]([OH:29])=O)=[CH:22][CH:21]=[CH:20]3)[CH:8]=1.[NH2:30][CH2:31][CH2:32][CH2:33][N:34]1[CH2:39][CH2:38][O:37][CH2:36][CH2:35]1. (6) The reactants are: [Cl:1][C:2]1[S:6][C:5]([C:7]([NH:9][C:10]2[S:11][CH:12]=[C:13]([CH2:15][C:16]([OH:18])=O)[N:14]=2)=[O:8])=[CH:4][CH:3]=1.[CH3:19][N:20]1[CH2:25][CH2:24][N:23]([CH:26]2[CH2:31][CH2:30][NH:29][CH2:28][CH2:27]2)[CH2:22][CH2:21]1. Given the product [CH3:19][N:20]1[CH2:25][CH2:24][N:23]([CH:26]2[CH2:31][CH2:30][N:29]([C:16](=[O:18])[CH2:15][C:13]3[N:14]=[C:10]([NH:9][C:7]([C:5]4[S:6][C:2]([Cl:1])=[CH:3][CH:4]=4)=[O:8])[S:11][CH:12]=3)[CH2:28][CH2:27]2)[CH2:22][CH2:21]1, predict the reactants needed to synthesize it.